From a dataset of Catalyst prediction with 721,799 reactions and 888 catalyst types from USPTO. Predict which catalyst facilitates the given reaction. (1) Reactant: [CH2:1]([C:5]1[N:10]=[N:9][C:8]([O:11][CH2:12][C@H:13]2[C@H:18]([OH:19])[CH2:17][CH2:16][NH:15][CH2:14]2)=[CH:7][C:6]=1[C:20]1[CH:25]=[CH:24][C:23]([O:26][CH:27]2[CH2:32][CH2:31][CH2:30][CH2:29][CH2:28]2)=[CH:22][CH:21]=1)[CH2:2][CH2:3][CH3:4].C=O.[C:35](O[BH-](OC(=O)C)OC(=O)C)(=O)C.[Na+]. Product: [CH2:1]([C:5]1[N:10]=[N:9][C:8]([O:11][CH2:12][C@H:13]2[C@H:18]([OH:19])[CH2:17][CH2:16][N:15]([CH3:35])[CH2:14]2)=[CH:7][C:6]=1[C:20]1[CH:25]=[CH:24][C:23]([O:26][CH:27]2[CH2:32][CH2:31][CH2:30][CH2:29][CH2:28]2)=[CH:22][CH:21]=1)[CH2:2][CH2:3][CH3:4]. The catalyst class is: 2. (2) The catalyst class is: 23. Reactant: [CH3:1][C:2]1([CH3:14])[C:6]([CH3:8])([CH3:7])[O:5][B:4]([C:9]2[CH:10]=[N:11][NH:12][CH:13]=2)[O:3]1.Br[CH2:16][CH2:17][O:18][Si:19]([C:22]([CH3:25])([CH3:24])[CH3:23])([CH3:21])[CH3:20].C([O-])([O-])=O.[K+].[K+].[Na+].[I-]. Product: [Si:19]([O:18][CH2:17][CH2:16][N:12]1[CH:13]=[C:9]([B:4]2[O:5][C:6]([CH3:7])([CH3:8])[C:2]([CH3:14])([CH3:1])[O:3]2)[CH:10]=[N:11]1)([C:22]([CH3:25])([CH3:24])[CH3:23])([CH3:21])[CH3:20]. (3) Reactant: [CH3:1][C:2]1[C:7]([CH2:8]O)=[C:6]([CH3:10])[CH:5]=[CH:4][N:3]=1.S(Cl)([Cl:13])=O. Product: [Cl:13][CH2:8][C:7]1[C:2]([CH3:1])=[N:3][CH:4]=[CH:5][C:6]=1[CH3:10]. The catalyst class is: 4. (4) Reactant: Cl[CH2:2]/[CH:3]=[CH:4]/[C@H:5]1[CH2:10][CH2:9][C@H:8]([CH2:11][CH2:12][N:13]([CH3:27])[S:14]([C:17]2[CH:22]=[CH:21][C:20]([C:23]([F:26])([F:25])[F:24])=[CH:19][CH:18]=2)(=[O:16])=[O:15])[CH2:7][CH2:6]1.[CH2:28]([NH2:30])[CH3:29]. Product: [CH2:28]([NH:30][CH2:2]/[CH:3]=[CH:4]/[C@H:5]1[CH2:10][CH2:9][C@H:8]([CH2:11][CH2:12][N:13]([CH3:27])[S:14]([C:17]2[CH:22]=[CH:21][C:20]([C:23]([F:26])([F:25])[F:24])=[CH:19][CH:18]=2)(=[O:16])=[O:15])[CH2:7][CH2:6]1)[CH3:29]. The catalyst class is: 80. (5) Reactant: [S:1]1[C:6]2[CH:7]=[CH:8][C:9]([CH2:11][OH:12])=[CH:10][C:5]=2[NH:4][CH2:3][CH2:2]1.COC(C1C=CC2SCC(=O)NC=2C=1)=O.[H-].[H-].[H-].[H-].[Li+].[Al+3].[OH-].[Na+]. Product: [S:1]1[C:6]2[CH:7]=[CH:8][C:9]([CH:11]=[O:12])=[CH:10][C:5]=2[NH:4][CH2:3][CH2:2]1. The catalyst class is: 316.